From a dataset of Peptide-MHC class I binding affinity with 185,985 pairs from IEDB/IMGT. Regression. Given a peptide amino acid sequence and an MHC pseudo amino acid sequence, predict their binding affinity value. This is MHC class I binding data. (1) The peptide sequence is IMDQVPFSV. The MHC is HLA-A02:01 with pseudo-sequence HLA-A02:01. The binding affinity (normalized) is 0.727. (2) The peptide sequence is FLISGKGIGK. The MHC is HLA-A03:01 with pseudo-sequence HLA-A03:01. The binding affinity (normalized) is 0.633. (3) The MHC is HLA-A02:02 with pseudo-sequence HLA-A02:02. The peptide sequence is ITTESIVIW. The binding affinity (normalized) is 0.117. (4) The peptide sequence is VSLDYINTM. The MHC is H-2-Db with pseudo-sequence H-2-Db. The binding affinity (normalized) is 0.0959. (5) The peptide sequence is SVINRVSENT. The MHC is HLA-A02:03 with pseudo-sequence HLA-A02:03. The binding affinity (normalized) is 0.404.